This data is from Full USPTO retrosynthesis dataset with 1.9M reactions from patents (1976-2016). The task is: Predict the reactants needed to synthesize the given product. (1) The reactants are: [CH3:1][N:2]1[CH:7]2[CH2:8][O:9][CH2:10][CH:3]1[CH2:4][N:5]([C:11]1[CH:12]=[CH:13][C:14]([NH2:17])=[N:15][CH:16]=1)[CH2:6]2.Br[C:19]1[C:20](=[O:27])[N:21]([CH3:26])[CH:22]=[C:23]([Br:25])[CH:24]=1.CC1(C)C2C(=C(P(C3C=CC=CC=3)C3C=CC=CC=3)C=CC=2)OC2C(P(C3C=CC=CC=3)C3C=CC=CC=3)=CC=CC1=2.C([O-])([O-])=O.[Cs+].[Cs+]. Given the product [Br:25][C:23]1[CH:24]=[C:19]([NH:17][C:14]2[CH:13]=[CH:12][C:11]([N:5]3[CH2:6][CH:7]4[N:2]([CH3:1])[CH:3]([CH2:10][O:9][CH2:8]4)[CH2:4]3)=[CH:16][N:15]=2)[C:20](=[O:27])[N:21]([CH3:26])[CH:22]=1, predict the reactants needed to synthesize it. (2) The reactants are: [NH2:1][C:2]1[CH:7]=[CH:6][C:5]([C:8]2([OH:12])[CH2:11][O:10][CH2:9]2)=[C:4]([F:13])[CH:3]=1.N1C=CC=CC=1.Cl[C:21]([O:23][C:24]1[CH:29]=[CH:28][CH:27]=[CH:26][CH:25]=1)=[O:22]. Given the product [F:13][C:4]1[CH:3]=[C:2]([NH:1][C:21](=[O:22])[O:23][C:24]2[CH:29]=[CH:28][CH:27]=[CH:26][CH:25]=2)[CH:7]=[CH:6][C:5]=1[C:8]1([OH:12])[CH2:9][O:10][CH2:11]1, predict the reactants needed to synthesize it. (3) Given the product [CH3:38][C:8]1[CH:9]=[C:10]([O:13][C:14]2[CH:19]=[C:18]([O:20][C:21]3[CH:26]=[CH:25][C:24]([C:27]([F:29])([F:30])[F:28])=[CH:23][C:22]=3[C:31]3[CH:32]=[N:33][CH:34]=[CH:35][CH:36]=3)[CH:17]=[C:16]([CH3:37])[CH:15]=2)[CH:11]=[CH:12][C:7]=1[CH2:6][CH2:5][C:4]([OH:39])=[O:3], predict the reactants needed to synthesize it. The reactants are: C([O:3][C:4](=[O:39])[CH2:5][CH2:6][C:7]1[CH:12]=[CH:11][C:10]([O:13][C:14]2[CH:19]=[C:18]([O:20][C:21]3[CH:26]=[CH:25][C:24]([C:27]([F:30])([F:29])[F:28])=[CH:23][C:22]=3[C:31]3[CH:32]=[N:33][CH:34]=[CH:35][CH:36]=3)[CH:17]=[C:16]([CH3:37])[CH:15]=2)=[CH:9][C:8]=1[CH3:38])C.[OH-].[Na+].Cl. (4) Given the product [Cl:23][C:17]1[CH:18]=[C:19]2[C:14](=[CH:15][CH:16]=1)[C:13](=[O:24])[N:12]([C:7]1[C:6]3[CH2:5][CH2:4][CH2:3][CH:2]([NH:1][S:33]([CH3:32])(=[O:35])=[O:34])[C:11]=3[CH:10]=[N:9][CH:8]=1)[CH:20]2[CH2:21][CH3:22], predict the reactants needed to synthesize it. The reactants are: [NH2:1][CH:2]1[C:11]2[CH:10]=[N:9][CH:8]=[C:7]([N:12]3[CH:20]([CH2:21][CH3:22])[C:19]4[C:14](=[CH:15][CH:16]=[C:17]([Cl:23])[CH:18]=4)[C:13]3=[O:24])[C:6]=2[CH2:5][CH2:4][CH2:3]1.CCN(CC)CC.[CH3:32][S:33](Cl)(=[O:35])=[O:34].Cl. (5) Given the product [Si:1]([O:18][CH2:19][C@H:20]([CH:22]1[CH2:25][N:24]([C:26]([O:28][C:29]([CH3:32])([CH3:31])[CH3:30])=[O:27])[CH2:23]1)[S:34]([CH3:33])(=[O:36])=[O:35])([C:14]([CH3:17])([CH3:16])[CH3:15])([C:8]1[CH:13]=[CH:12][CH:11]=[CH:10][CH:9]=1)[C:2]1[CH:7]=[CH:6][CH:5]=[CH:4][CH:3]=1, predict the reactants needed to synthesize it. The reactants are: [Si:1]([O:18][CH2:19][C@H:20]([CH:22]1[CH2:25][N:24]([C:26]([O:28][C:29]([CH3:32])([CH3:31])[CH3:30])=[O:27])[CH2:23]1)O)([C:14]([CH3:17])([CH3:16])[CH3:15])([C:8]1[CH:13]=[CH:12][CH:11]=[CH:10][CH:9]=1)[C:2]1[CH:7]=[CH:6][CH:5]=[CH:4][CH:3]=1.[CH3:33][S:34](Cl)(=[O:36])=[O:35]. (6) Given the product [ClH:34].[NH2:9][C:10]1[CH:37]=[CH:36][C:13]([CH2:14][N:15]2[CH2:20][CH2:19][N:18]([S:21]([C:24]3[CH:33]=[CH:32][C:31]4[C:26](=[CH:27][CH:28]=[C:29]([Cl:34])[CH:30]=4)[CH:25]=3)(=[O:22])=[O:23])[CH2:17][C:16]2=[O:35])=[CH:12][CH:11]=1, predict the reactants needed to synthesize it. The reactants are: Cl.C(OC([NH:9][C:10]1[CH:37]=[CH:36][C:13]([CH2:14][N:15]2[CH2:20][CH2:19][N:18]([S:21]([C:24]3[CH:33]=[CH:32][C:31]4[C:26](=[CH:27][CH:28]=[C:29]([Cl:34])[CH:30]=4)[CH:25]=3)(=[O:23])=[O:22])[CH2:17][C:16]2=[O:35])=[CH:12][CH:11]=1)=O)(C)(C)C. (7) Given the product [C:26]([C:28]1[CH:29]=[CH:30][C:31]([F:37])=[C:32]([C:2]2[N:6]([S:7]([C:10]3[CH:11]=[N:12][CH:13]=[CH:14][CH:15]=3)(=[O:9])=[O:8])[CH:5]=[C:4]([CH2:16][N:17]([CH3:25])[C:18](=[O:24])[O:19][C:20]([CH3:23])([CH3:22])[CH3:21])[CH:3]=2)[CH:33]=1)#[N:27], predict the reactants needed to synthesize it. The reactants are: Br[C:2]1[N:6]([S:7]([C:10]2[CH:11]=[N:12][CH:13]=[CH:14][CH:15]=2)(=[O:9])=[O:8])[CH:5]=[C:4]([CH2:16][N:17]([CH3:25])[C:18](=[O:24])[O:19][C:20]([CH3:23])([CH3:22])[CH3:21])[CH:3]=1.[C:26]([C:28]1[CH:29]=[CH:30][C:31]([F:37])=[C:32](B(O)O)[CH:33]=1)#[N:27].C(=O)([O-])[O-].[Na+].[Na+]. (8) Given the product [C:25]1([N:14]2[CH:13]=[CH:22][C:21]3[C:16](=[C:17]([C:33]4[CH:34]=[CH:35][NH:31][N:32]=4)[CH:18]=[CH:19][CH:20]=3)[C:15]2=[O:24])[CH:26]=[CH:27][CH:28]=[CH:29][CH:30]=1, predict the reactants needed to synthesize it. The reactants are: N1C(N[C@H]([C:13]2[N:14]([C:25]3[CH:30]=[CH:29][CH:28]=[CH:27][CH:26]=3)[C:15](=[O:24])[C:16]3[C:21]([CH:22]=2)=[CH:20][CH:19]=[CH:18][C:17]=3Cl)C)=C2C(NC=N2)=NC=1.[NH:31]1[CH:35]=[C:34](B(O)O)[CH:33]=[N:32]1.C([O-])([O-])=O.[Na+].[Na+].C12(P(C34CC5CC(CC(C5)C3)C4)CCCC)CC3CC(CC(C3)C1)C2. (9) Given the product [NH2:1][C:2]1[CH:3]=[C:4]([CH:8]=[CH:9][C:10]=1[F:11])[C:5]([NH:20][CH:19]1[CH2:17][CH2:18]1)=[O:7], predict the reactants needed to synthesize it. The reactants are: [NH2:1][C:2]1[CH:3]=[C:4]([CH:8]=[CH:9][C:10]=1[F:11])[C:5]([OH:7])=O.CCN=C=N[CH2:17][CH2:18][CH2:19][N:20](C)C.Cl.C1C=CC2N(O)N=NC=2C=1.CN1CCOCC1.C1(N)CC1.